Dataset: Reaction yield outcomes from USPTO patents with 853,638 reactions. Task: Predict the reaction yield, written as a fraction of the theoretical maximum amount of product (1.0 means a 100% yield; for example, 0.34 means a 34% yield). The reactants are [O:1]=[C:2]1[CH2:11][CH2:10][C:9]2[C:4](=[CH:5][CH:6]=[C:7]([C:12]3[CH:17]=[CH:16][C:15]([C:18]([F:21])([F:20])[F:19])=[CH:14][CH:13]=3)[CH:8]=2)[N:3]1[CH2:22][C:23]([O:25]C(C)(C)C)=[O:24].Cl.O1CCOCC1. No catalyst specified. The product is [O:1]=[C:2]1[CH2:11][CH2:10][C:9]2[C:4](=[CH:5][CH:6]=[C:7]([C:12]3[CH:13]=[CH:14][C:15]([C:18]([F:20])([F:19])[F:21])=[CH:16][CH:17]=3)[CH:8]=2)[N:3]1[CH2:22][C:23]([OH:25])=[O:24]. The yield is 0.920.